From a dataset of Forward reaction prediction with 1.9M reactions from USPTO patents (1976-2016). Predict the product of the given reaction. (1) Given the reactants [OH:1][C:2]1[N:3]=[C:4]([C:8]2[CH:13]=[CH:12][C:11]([C:14]([O:16]C)=[O:15])=[CH:10][CH:9]=2)[S:5][C:6]=1[CH3:7].[CH2:18]([CH:20]([CH2:23][CH2:24][CH2:25][CH3:26])[CH2:21]Br)[CH3:19], predict the reaction product. The product is: [CH2:18]([CH:20]([CH2:23][CH2:24][CH2:25][CH3:26])[CH2:21][O:1][C:2]1[N:3]=[C:4]([C:8]2[CH:9]=[CH:10][C:11]([C:14]([OH:16])=[O:15])=[CH:12][CH:13]=2)[S:5][C:6]=1[CH3:7])[CH3:19]. (2) Given the reactants [Cl:1][C:2]1[CH:17]=[CH:16][C:5]([O:6][C:7]2[CH:15]=[CH:14][C:10]([C:11](O)=[O:12])=[CH:9][CH:8]=2)=[CH:4][CH:3]=1.[OH-].[NH4+:19], predict the reaction product. The product is: [Cl:1][C:2]1[CH:17]=[CH:16][C:5]([O:6][C:7]2[CH:15]=[CH:14][C:10]([C:11]([NH2:19])=[O:12])=[CH:9][CH:8]=2)=[CH:4][CH:3]=1. (3) Given the reactants C[C:2]1[C:3]([O:15][CH3:16])=[C:4]([O:13][CH3:14])[C:5]([O:11]C)=[C:6]([CH:10]=1)[C:7]([OH:9])=[O:8].B(Cl)(Cl)Cl.[CH3:21]CO, predict the reaction product. The product is: [CH3:21][O:9][C:7](=[O:8])[C:6]1[CH:10]=[CH:2][C:3]([O:15][CH3:16])=[C:4]([O:13][CH3:14])[C:5]=1[OH:11]. (4) Given the reactants F[C:2]1[C:7]([C:8]2[N:13]=[C:12]([N:14]3[CH2:19][CH2:18][O:17][CH2:16][CH2:15]3)[N:11]=[C:10]([C:20]3[CH:21]=[CH:22][C:23]([NH2:26])=[N:24][CH:25]=3)[CH:9]=2)=[CH:6][CH:5]=[CH:4][N:3]=1.[CH3:27][S:28]([NH2:31])(=[O:30])=[O:29].C([O-])([O-])=O.[Cs+].[Cs+], predict the reaction product. The product is: [NH2:26][C:23]1[N:24]=[CH:25][C:20]([C:10]2[N:11]=[C:12]([N:14]3[CH2:19][CH2:18][O:17][CH2:16][CH2:15]3)[N:13]=[C:8]([C:7]3[C:2]([NH:31][S:28]([CH3:27])(=[O:30])=[O:29])=[N:3][CH:4]=[CH:5][CH:6]=3)[CH:9]=2)=[CH:21][CH:22]=1. (5) Given the reactants [CH2:1]([C:3]1([CH2:8][CH2:9][CH2:10][CH2:11][C:12](N(OC)C)=[O:13])[O:7][CH2:6][CH2:5][O:4]1)[CH3:2].[H-].[H-].[H-].[H-].[Li+].[Al+3].[CH2:24]1COCC1, predict the reaction product. The product is: [CH2:1]([C:3]1([CH:8]([CH3:24])[CH2:9][CH2:10][CH2:11][CH:12]=[O:13])[O:4][CH2:5][CH2:6][O:7]1)[CH3:2]. (6) Given the reactants [CH2:1]([O:3][C:4](=[O:23])[CH:5]([O:11][C:12]1[CH:20]=[C:19]2[C:15]([CH:16]=[C:17]([CH2:21][NH2:22])[NH:18]2)=[CH:14][CH:13]=1)[C:6]([O:8][CH2:9][CH3:10])=[O:7])[CH3:2].CCN(C(C)C)C(C)C.[C:33]1([S:39](Cl)(=[O:41])=[O:40])[CH:38]=[CH:37][CH:36]=[CH:35][CH:34]=1, predict the reaction product. The product is: [CH2:9]([O:8][C:6](=[O:7])[CH:5]([O:11][C:12]1[CH:20]=[C:19]2[C:15]([CH:16]=[C:17]([CH2:21][NH:22][S:39]([C:33]3[CH:38]=[CH:37][CH:36]=[CH:35][CH:34]=3)(=[O:41])=[O:40])[NH:18]2)=[CH:14][CH:13]=1)[C:4]([O:3][CH2:1][CH3:2])=[O:23])[CH3:10].